This data is from Full USPTO retrosynthesis dataset with 1.9M reactions from patents (1976-2016). The task is: Predict the reactants needed to synthesize the given product. (1) Given the product [Cl:1][C:2]1[N:10]=[C:9]2[C:5]([N:6]=[CH:7][NH:8]2)=[C:4]([N:17]2[C:16]3[CH:20]=[C:21]([Cl:22])[C:13]([Cl:12])=[CH:14][C:15]=3[N:19]=[CH:18]2)[N:3]=1, predict the reactants needed to synthesize it. The reactants are: [Cl:1][C:2]1[N:10]=[C:9]2[C:5]([NH:6][CH:7]=[N:8]2)=[C:4](Cl)[N:3]=1.[Cl:12][C:13]1[C:21]([Cl:22])=[CH:20][C:16]2[N:17]=[CH:18][NH:19][C:15]=2[CH:14]=1. (2) Given the product [ClH:36].[CH3:1][O:2][C:3]1[CH:4]=[C:5]2[C:9](=[CH:10][C:11]=1[O:12][CH3:13])[CH2:8][N:7]([C:14]1[C:15]([CH3:34])=[C:16]([CH3:33])[C:17]3[O:21][C:20]([CH3:23])([CH3:22])[CH:19]([C:24]4[CH:25]=[CH:26][C:27]([CH2:30][CH3:35])=[CH:28][CH:29]=4)[C:18]=3[C:31]=1[CH3:32])[CH2:6]2, predict the reactants needed to synthesize it. The reactants are: [CH3:1][O:2][C:3]1[CH:4]=[C:5]2[C:9](=[CH:10][C:11]=1[O:12][CH3:13])[CH2:8][N:7]([C:14]1[C:15]([CH3:34])=[C:16]([CH3:33])[C:17]3[O:21][C:20]([CH3:23])([CH3:22])[CH:19]([C:24]4[CH:29]=[CH:28][C:27]([CH3:30])=[CH:26][CH:25]=4)[C:18]=3[C:31]=1[CH3:32])[CH2:6]2.[CH:35](Cl)(Cl)[Cl:36]. (3) Given the product [C:21]([C:20]1[C:19]([F:18])=[CH:26][C:25]([CH:4]([C:5]([O:7][C:8]([CH3:9])([CH3:10])[CH3:11])=[O:6])[C:3]([O:13][C:14]([CH3:17])([CH3:16])[CH3:15])=[O:12])=[C:24]([F:28])[CH:23]=1)#[N:22], predict the reactants needed to synthesize it. The reactants are: [H-].[Na+].[C:3]([O:13][C:14]([CH3:17])([CH3:16])[CH3:15])(=[O:12])[CH2:4][C:5]([O:7][C:8]([CH3:11])([CH3:10])[CH3:9])=[O:6].[F:18][C:19]1[CH:26]=[C:25](F)[C:24]([F:28])=[CH:23][C:20]=1[C:21]#[N:22].CCOC(C)=O. (4) Given the product [NH2:14][C:11]1[CH:12]=[CH:13][C:8]([N:6]2[CH2:5][CH2:4][N:3]([C:17]([O:19][C:20]([CH3:23])([CH3:22])[CH3:21])=[O:18])[C:2]([CH3:24])([CH3:1])[CH2:7]2)=[CH:9][CH:10]=1, predict the reactants needed to synthesize it. The reactants are: [CH3:1][C:2]1([CH3:24])[CH2:7][N:6]([C:8]2[CH:13]=[CH:12][C:11]([N+:14]([O-])=O)=[CH:10][CH:9]=2)[CH2:5][CH2:4][N:3]1[C:17]([O:19][C:20]([CH3:23])([CH3:22])[CH3:21])=[O:18].[Cl-].[NH4+]. (5) Given the product [F:1][C:2]([F:17])([F:18])[C:3]1[CH:4]=[CH:5][C:6]([C:9]2[CH:14]=[CH:13][C:12]([CH2:15][NH:16][C:42]([C:38]3[N:39]([CH3:41])[CH:40]=[C:36]([NH:35][C:33]([C:28]4[C:27]([C:24]5[CH:23]=[CH:22][C:21]([C:20]([F:46])([F:19])[F:45])=[CH:26][CH:25]=5)=[CH:32][CH:31]=[CH:30][CH:29]=4)=[O:34])[CH:37]=3)=[O:43])=[CH:11][CH:10]=2)=[CH:7][CH:8]=1, predict the reactants needed to synthesize it. The reactants are: [F:1][C:2]([F:18])([F:17])[C:3]1[CH:8]=[CH:7][C:6]([C:9]2[CH:14]=[CH:13][C:12]([CH2:15][NH2:16])=[CH:11][CH:10]=2)=[CH:5][CH:4]=1.[F:19][C:20]([F:46])([F:45])[C:21]1[CH:26]=[CH:25][C:24]([C:27]2[C:28]([C:33]([NH:35][C:36]3[CH:37]=[C:38]([C:42](O)=[O:43])[N:39]([CH3:41])[CH:40]=3)=[O:34])=[CH:29][CH:30]=[CH:31][CH:32]=2)=[CH:23][CH:22]=1.CN(C(ON1N=NC2C=CC=CC1=2)=[N+](C)C)C.[B-](F)(F)(F)F.C(N(C(C)C)C(C)C)C. (6) Given the product [NH:17]1[C:16]2[CH:18]=[CH:19][CH:20]=[CH:21][C:15]=2[N:14]=[C:13]1[C:10]1[CH:9]=[CH:8][C:7]([N:1]2[CH2:6][CH2:5][N:4]([C:34]([C:33]3[CH:37]=[CH:38][CH:39]=[CH:40][C:32]=3[C:31]([F:30])([F:41])[F:42])=[O:35])[CH2:3][CH2:2]2)=[N:12][CH:11]=1, predict the reactants needed to synthesize it. The reactants are: [N:1]1([C:7]2[N:12]=[CH:11][C:10]([C:13]3[NH:17][C:16]4[CH:18]=[CH:19][CH:20]=[CH:21][C:15]=4[N:14]=3)=[CH:9][CH:8]=2)[CH2:6][CH2:5][NH:4][CH2:3][CH2:2]1.C1COCC1.ClCCl.[F:30][C:31]([F:42])([F:41])[C:32]1[CH:40]=[CH:39][CH:38]=[CH:37][C:33]=1[C:34](Cl)=[O:35].